Task: Predict the product of the given reaction.. Dataset: Forward reaction prediction with 1.9M reactions from USPTO patents (1976-2016) (1) The product is: [I:22][C:12]1[C:11]2[C:15](=[C:7]([C:2]3[CH:3]=[CH:4][CH:5]=[CH:6][C:1]=3[CH3:21])[CH:8]=[CH:9][CH:10]=2)[NH:14][C:13]=1[C:16]([O:18][CH2:19][CH3:20])=[O:17]. Given the reactants [C:1]1([CH3:21])[CH:6]=[CH:5][CH:4]=[CH:3][C:2]=1[C:7]1[CH:8]=[CH:9][CH:10]=[C:11]2[C:15]=1[NH:14][C:13]([C:16]([O:18][CH2:19][CH3:20])=[O:17])=[CH:12]2.[I:22]N1C(=O)CCC1=O, predict the reaction product. (2) Given the reactants [CH3:1][O:2][C:3]1[CH:4]=[C:5]([CH2:11][CH2:12][C:13]2[N:14]=[C:15]3[CH:21]=[C:20]([C:22]4[CH:27]=[CH:26][C:25]([N:28]5[CH2:33][CH2:32][N:31]([CH3:34])[CH2:30][CH2:29]5)=[CH:24][CH:23]=4)[NH:19][C:16]3=[N:17][CH:18]=2)[CH:6]=[C:7]([O:9][CH3:10])[CH:8]=1.ClS([N:39]=[C:40]=O)(=O)=O, predict the reaction product. The product is: [CH3:10][O:9][C:7]1[CH:6]=[C:5]([CH2:11][CH2:12][C:13]2[N:14]=[C:15]3[C:21]([C:40]#[N:39])=[C:20]([C:22]4[CH:23]=[CH:24][C:25]([N:28]5[CH2:29][CH2:30][N:31]([CH3:34])[CH2:32][CH2:33]5)=[CH:26][CH:27]=4)[NH:19][C:16]3=[N:17][CH:18]=2)[CH:4]=[C:3]([O:2][CH3:1])[CH:8]=1.